Dataset: Reaction yield outcomes from USPTO patents with 853,638 reactions. Task: Predict the reaction yield, written as a fraction of the theoretical maximum amount of product (1.0 means a 100% yield; for example, 0.34 means a 34% yield). The reactants are [OH-].[Na+].O.NN.[C:6]([C:9]1[CH:10]=[N:11][CH:12]=[C:13]([Br:15])[CH:14]=1)(=O)[CH3:7]. The catalyst is C(O)COCCO. The product is [Br:15][C:13]1[CH:12]=[N:11][CH:10]=[C:9]([CH2:6][CH3:7])[CH:14]=1. The yield is 0.580.